From a dataset of Forward reaction prediction with 1.9M reactions from USPTO patents (1976-2016). Predict the product of the given reaction. (1) Given the reactants [OH:1][C@H:2]1[CH2:6][CH2:5][NH:4][C:3]1=[O:7].[CH:8]1([CH2:11][CH2:12][O:13][C:14]2[N:19]=[CH:18][C:17](O)=[CH:16][CH:15]=2)[CH2:10][CH2:9]1.C1(P(C2C=CC=CC=2)C2C=CC=CC=2)C=CC=CC=1.CC(OC(/N=N/C(OC(C)C)=O)=O)C, predict the reaction product. The product is: [CH:8]1([CH2:11][CH2:12][O:13][C:14]2[N:19]=[CH:18][C:17]([O:1][C@@H:2]3[CH2:6][CH2:5][NH:4][C:3]3=[O:7])=[CH:16][CH:15]=2)[CH2:10][CH2:9]1. (2) Given the reactants [N:1]1[N:5]2[C:6](O)=[CH:7][CH:8]=[N:9][C:4]2=[CH:3][CH:2]=1.O=P(Cl)(Cl)[Cl:13].CN(C)C1C=CC=CC=1, predict the reaction product. The product is: [Cl:13][C:6]1[N:5]2[N:1]=[CH:2][CH:3]=[C:4]2[N:9]=[CH:8][CH:7]=1. (3) Given the reactants Cl.[Br:2][C:3]1[C:21]([CH3:22])=[CH:20][C:6]([O:7][C@H:8]2[CH2:12][CH2:11][N:10]([CH:13]3[CH2:18][CH2:17][NH:16][CH2:15][CH2:14]3)[C:9]2=[O:19])=[C:5]([F:23])[CH:4]=1.C(N(C(C)C)C(C)C)C.Cl[C:34]1[N:39]=[CH:38][C:37]([CH2:40][CH3:41])=[CH:36][N:35]=1.O, predict the reaction product. The product is: [Br:2][C:3]1[C:21]([CH3:22])=[CH:20][C:6]([O:7][C@H:8]2[CH2:12][CH2:11][N:10]([CH:13]3[CH2:18][CH2:17][N:16]([C:34]4[N:39]=[CH:38][C:37]([CH2:40][CH3:41])=[CH:36][N:35]=4)[CH2:15][CH2:14]3)[C:9]2=[O:19])=[C:5]([F:23])[CH:4]=1. (4) The product is: [C:35]([N:34]([CH2:33][C:26]1[CH:27]=[CH:28][C:29]([O:31][CH3:32])=[CH:30][C:25]=1[O:24][CH3:23])[CH:1]([C:22]([NH:21][C:18]1[CH:19]=[CH:20][C:15]([Cl:14])=[CH:16][CH:17]=1)=[O:49])[CH2:3][C:4]1[CH:13]=[CH:12][C:7]([C:8]([O:10][CH3:11])=[O:9])=[CH:6][CH:5]=1)(=[O:42])[C:36]1[CH:41]=[CH:40][CH:39]=[CH:38][CH:37]=1. Given the reactants [CH:1]([CH2:3][C:4]1[CH:13]=[CH:12][C:7]([C:8]([O:10][CH3:11])=[O:9])=[CH:6][CH:5]=1)=O.[Cl:14][C:15]1[CH:20]=[CH:19][C:18]([N+:21]#[C-:22])=[CH:17][CH:16]=1.[CH3:23][O:24][C:25]1[CH:30]=[C:29]([O:31][CH3:32])[CH:28]=[CH:27][C:26]=1[CH2:33][NH2:34].[C:35](O)(=[O:42])[C:36]1[CH:41]=[CH:40][CH:39]=[CH:38][CH:37]=1.C([OH:49])C(F)(F)F, predict the reaction product. (5) Given the reactants [F:1][C:2]1[CH:3]=[C:4]([C:9]2[C:10]([O:24][CH3:25])=[C:11]([C:20]([O:22][CH3:23])=[O:21])[C:12]3[N:13]=[CH:14][C:15](=O)[NH:16][C:17]=3[CH:18]=2)[CH:5]=[CH:6][C:7]=1[F:8].P(Cl)(Cl)([Cl:28])=O, predict the reaction product. The product is: [Cl:28][C:15]1[CH:14]=[N:13][C:12]2[C:11]([C:20]([O:22][CH3:23])=[O:21])=[C:10]([O:24][CH3:25])[C:9]([C:4]3[CH:5]=[CH:6][C:7]([F:8])=[C:2]([F:1])[CH:3]=3)=[CH:18][C:17]=2[N:16]=1. (6) Given the reactants [Li][CH2:2][CH2:3]CC.[CH3:6]C([O-])(C)C.[K+].C(NC(C)C)(C)C.[CH:19]([C:22]1[CH:27]=[CH:26][CH:25]=[CH:24][N:23]=1)([CH3:21])[CH3:20].C(Br)C=C, predict the reaction product. The product is: [CH3:20][C:19]([C:22]1[CH:27]=[CH:26][CH:25]=[CH:24][N:23]=1)([CH3:6])[CH2:21][CH:2]=[CH2:3].